From a dataset of NCI-60 drug combinations with 297,098 pairs across 59 cell lines. Regression. Given two drug SMILES strings and cell line genomic features, predict the synergy score measuring deviation from expected non-interaction effect. Drug 1: CC1=C(C(=CC=C1)Cl)NC(=O)C2=CN=C(S2)NC3=CC(=NC(=N3)C)N4CCN(CC4)CCO. Drug 2: CC1C(C(CC(O1)OC2CC(CC3=C2C(=C4C(=C3O)C(=O)C5=C(C4=O)C(=CC=C5)OC)O)(C(=O)CO)O)N)O.Cl. Cell line: MOLT-4. Synergy scores: CSS=34.8, Synergy_ZIP=2.69, Synergy_Bliss=4.82, Synergy_Loewe=-7.64, Synergy_HSA=4.05.